From a dataset of NCI-60 drug combinations with 297,098 pairs across 59 cell lines. Regression. Given two drug SMILES strings and cell line genomic features, predict the synergy score measuring deviation from expected non-interaction effect. (1) Drug 1: CC12CCC3C(C1CCC2=O)CC(=C)C4=CC(=O)C=CC34C. Drug 2: C1=CC=C(C(=C1)C(C2=CC=C(C=C2)Cl)C(Cl)Cl)Cl. Cell line: SN12C. Synergy scores: CSS=13.3, Synergy_ZIP=2.83, Synergy_Bliss=3.17, Synergy_Loewe=-4.23, Synergy_HSA=3.84. (2) Drug 1: CC1=C(N=C(N=C1N)C(CC(=O)N)NCC(C(=O)N)N)C(=O)NC(C(C2=CN=CN2)OC3C(C(C(C(O3)CO)O)O)OC4C(C(C(C(O4)CO)O)OC(=O)N)O)C(=O)NC(C)C(C(C)C(=O)NC(C(C)O)C(=O)NCCC5=NC(=CS5)C6=NC(=CS6)C(=O)NCCC[S+](C)C)O. Drug 2: CCN(CC)CCCC(C)NC1=C2C=C(C=CC2=NC3=C1C=CC(=C3)Cl)OC. Cell line: NCIH23. Synergy scores: CSS=52.4, Synergy_ZIP=-9.83, Synergy_Bliss=-9.20, Synergy_Loewe=-5.61, Synergy_HSA=-2.86. (3) Drug 1: CC1=C(C(=CC=C1)Cl)NC(=O)C2=CN=C(S2)NC3=CC(=NC(=N3)C)N4CCN(CC4)CCO. Drug 2: C1=NNC2=C1C(=O)NC=N2. Cell line: MDA-MB-435. Synergy scores: CSS=-3.84, Synergy_ZIP=2.26, Synergy_Bliss=2.20, Synergy_Loewe=-1.94, Synergy_HSA=-1.90.